From a dataset of Reaction yield outcomes from USPTO patents with 853,638 reactions. Predict the reaction yield, written as a fraction of the theoretical maximum amount of product (1.0 means a 100% yield; for example, 0.34 means a 34% yield). (1) The reactants are Br[C:2]1[CH:3]=[C:4]2[C:11]([C:12]([NH:14][CH3:15])=[O:13])=[C:10]([C:16]3[CH:21]=[CH:20][C:19]([F:22])=[CH:18][CH:17]=3)[O:9][C:5]2=[N:6][C:7]=1[Cl:8].B([C:26]1[CH:27]=[C:28]([CH:32]=[CH:33][C:34]=1[O:35][CH3:36])[C:29]([OH:31])=[O:30])(O)O.C(=O)([O-])[O-].[Cs+].[Cs+]. The catalyst is C1C=CC(P(C2C=CC=CC=2)[C-]2C=CC=C2)=CC=1.C1C=CC(P(C2C=CC=CC=2)[C-]2C=CC=C2)=CC=1.Cl[Pd]Cl.[Fe+2]. The product is [Cl:8][C:7]1[N:6]=[C:5]2[O:9][C:10]([C:16]3[CH:21]=[CH:20][C:19]([F:22])=[CH:18][CH:17]=3)=[C:11]([C:12](=[O:13])[NH:14][CH3:15])[C:4]2=[CH:3][C:2]=1[C:26]1[CH:27]=[C:28]([CH:32]=[CH:33][C:34]=1[O:35][CH3:36])[C:29]([OH:31])=[O:30]. The yield is 0.930. (2) The reactants are [F:1][C:2]([F:12])([F:11])[O:3][C:4]1[CH:10]=[CH:9][C:7]([NH2:8])=[CH:6][CH:5]=1.[C:13]([S-:15])#[N:14].[K+].BrBr.[NH4+].[OH-]. The catalyst is CC(O)=O. The product is [F:1][C:2]([F:11])([F:12])[O:3][C:4]1[CH:10]=[CH:9][C:7]2[N:8]=[C:13]([NH2:14])[S:15][C:6]=2[CH:5]=1. The yield is 0.850.